From a dataset of Forward reaction prediction with 1.9M reactions from USPTO patents (1976-2016). Predict the product of the given reaction. (1) Given the reactants [F:1][C:2]1[CH:11]=[C:10]2[C:5]([CH2:6][CH2:7][CH2:8][NH:9]2)=[CH:4][CH:3]=1.Cl[C:13]1[C:14](=[O:27])[NH:15][C:16]2[C:21]([N:22]=1)=[CH:20][C:19]([C:23]([O:25][CH3:26])=[O:24])=[CH:18][CH:17]=2, predict the reaction product. The product is: [F:1][C:2]1[CH:11]=[C:10]2[C:5]([CH2:6][CH2:7][CH2:8][N:9]2[C:13]2[C:14](=[O:27])[NH:15][C:16]3[C:21]([N:22]=2)=[CH:20][C:19]([C:23]([O:25][CH3:26])=[O:24])=[CH:18][CH:17]=3)=[CH:4][CH:3]=1. (2) Given the reactants [CH3:1][N:2]([CH3:12])[S:3]([N:6]1[CH:10]=[C:9](Br)[N:8]=[CH:7]1)(=[O:5])=[O:4].[F:13][C:14]1[CH:19]=[CH:18][C:17](B(O)O)=[CH:16][CH:15]=1.C(=O)([O-])[O-].[Na+].[Na+].C1(C)C=CC=CC=1, predict the reaction product. The product is: [CH3:1][N:2]([CH3:12])[S:3]([N:6]1[CH:10]=[C:9]([C:17]2[CH:18]=[CH:19][C:14]([F:13])=[CH:15][CH:16]=2)[N:8]=[CH:7]1)(=[O:5])=[O:4].